From a dataset of Catalyst prediction with 721,799 reactions and 888 catalyst types from USPTO. Predict which catalyst facilitates the given reaction. (1) Reactant: [CH2:1]([N:8]1[C:16]([NH:17][C:18]2[CH:23]=[CH:22][CH:21]=[CH:20][CH:19]=2)=[C:15]2[C:10]([N:11]=[C:12]([CH2:25][NH:26][CH2:27][CH2:28]Cl)[NH:13][C:14]2=[O:24])=[N:9]1)[C:2]1[CH:7]=[CH:6][CH:5]=[CH:4][CH:3]=1.C(=O)([O-])[O-].[Cs+].[Cs+]. Product: [CH2:1]([N:8]1[C:16]([NH:17][C:18]2[CH:23]=[CH:22][CH:21]=[CH:20][CH:19]=2)=[C:15]2[C:10]([N:11]=[C:12]3[CH2:25][NH:26][CH2:27][CH2:28][N:13]3[C:14]2=[O:24])=[N:9]1)[C:2]1[CH:7]=[CH:6][CH:5]=[CH:4][CH:3]=1. The catalyst class is: 12. (2) Reactant: [Br:1][C:2]1[CH:7]=[CH:6][CH:5]=[CH:4][C:3]=1[NH:8][C:9]([CH:11]1[CH2:16][CH2:15][N:14]([C:17]([O:19][C:20]([CH3:23])([CH3:22])[CH3:21])=[O:18])[CH2:13][CH2:12]1)=[O:10].[CH2:24](Br)[C:25]1[CH:30]=[CH:29][CH:28]=[CH:27][CH:26]=1.C([O-])([O-])=O.[Cs+].[Cs+]. Product: [CH2:24]([N:8]([C:3]1[CH:4]=[CH:5][CH:6]=[CH:7][C:2]=1[Br:1])[C:9]([CH:11]1[CH2:12][CH2:13][N:14]([C:17]([O:19][C:20]([CH3:23])([CH3:22])[CH3:21])=[O:18])[CH2:15][CH2:16]1)=[O:10])[C:25]1[CH:30]=[CH:29][CH:28]=[CH:27][CH:26]=1. The catalyst class is: 3.